This data is from NCI-60 drug combinations with 297,098 pairs across 59 cell lines. The task is: Regression. Given two drug SMILES strings and cell line genomic features, predict the synergy score measuring deviation from expected non-interaction effect. Drug 1: CC12CCC3C(C1CCC2O)C(CC4=C3C=CC(=C4)O)CCCCCCCCCS(=O)CCCC(C(F)(F)F)(F)F. Drug 2: B(C(CC(C)C)NC(=O)C(CC1=CC=CC=C1)NC(=O)C2=NC=CN=C2)(O)O. Cell line: SK-MEL-28. Synergy scores: CSS=6.45, Synergy_ZIP=5.30, Synergy_Bliss=2.00, Synergy_Loewe=-48.2, Synergy_HSA=-8.48.